This data is from Reaction yield outcomes from USPTO patents with 853,638 reactions. The task is: Predict the reaction yield, written as a fraction of the theoretical maximum amount of product (1.0 means a 100% yield; for example, 0.34 means a 34% yield). (1) The yield is 0.640. The product is [OH:10][CH2:9][C:7]1[CH:8]=[C:3]([CH:4]=[CH:5][C:6]=1[CH2:11][N:12]([CH2:23][C:24]1[C:29]([CH3:30])=[CH:28][CH:27]=[CH:26][N:25]=1)[CH:13]1[C:22]2[N:21]=[CH:20][CH:19]=[CH:18][C:17]=2[CH2:16][CH2:15][CH2:14]1)[CH2:2][NH:1][C:39](=[O:40])[CH3:38]. The reactants are [NH2:1][CH2:2][C:3]1[CH:4]=[CH:5][C:6]([CH2:11][N:12]([CH2:23][C:24]2[C:29]([CH3:30])=[CH:28][CH:27]=[CH:26][N:25]=2)[CH:13]2[C:22]3[N:21]=[CH:20][CH:19]=[CH:18][C:17]=3[CH2:16][CH2:15][CH2:14]2)=[C:7]([CH2:9][OH:10])[CH:8]=1.CCN(CC)CC.[CH3:38][C:39](OC(C)=O)=[O:40].C([O-])(O)=O.[Na+]. The catalyst is C(Cl)Cl. (2) The reactants are Cl[C:2]1[N:7]=[C:6]([C:8]2[C:9]([C:13]3[CH:18]=[CH:17][C:16]([F:19])=[CH:15][CH:14]=3)=[N:10][NH:11][CH:12]=2)[CH:5]=[CH:4][N:3]=1. The catalyst is C(N)C1C=CC=CC=1. The product is [F:19][C:16]1[CH:17]=[CH:18][C:13]([C:9]2[C:8]([C:6]3[CH:5]=[CH:4][N:3]=[C:2]([NH:10][CH2:9][C:13]4[CH:18]=[CH:17][CH:16]=[CH:15][CH:14]=4)[N:7]=3)=[CH:12][NH:11][N:10]=2)=[CH:14][CH:15]=1. The yield is 0.950. (3) The reactants are [Cl:1][C:2]1[CH:7]=[CH:6][C:5]([O:8][C:9]2[CH:16]=[CH:15][C:12]([CH:13]=[O:14])=[CH:11][CH:10]=2)=[CH:4][C:3]=1[C:17]([F:20])([F:19])[F:18].[BH4-].[Na+]. The catalyst is CO. The product is [Cl:1][C:2]1[CH:7]=[CH:6][C:5]([O:8][C:9]2[CH:16]=[CH:15][C:12]([CH2:13][OH:14])=[CH:11][CH:10]=2)=[CH:4][C:3]=1[C:17]([F:18])([F:19])[F:20]. The yield is 0.790. (4) The product is [Br:1][C:2]1[C:3]([CH2:4][OH:5])=[C:6]([OH:10])[CH:7]=[CH:8][CH:9]=1. The catalyst is C1COCC1.CO. The reactants are [Br:1][C:2]1[CH:9]=[CH:8][CH:7]=[C:6]([OH:10])[C:3]=1[CH:4]=[O:5].[BH4-].[Na+]. The yield is 0.600. (5) The reactants are [O:1]1[C:5]2[CH:6]=[CH:7][CH:8]=[CH:9][C:4]=2[CH:3]=[C:2]1[S:10]([NH:13][C:14]1[CH:19]=[C:18]([Cl:20])[CH:17]=[CH:16][C:15]=1[S:21][CH2:22][CH2:23][C:24]([O:26][CH3:27])=[O:25])(=[O:12])=[O:11].C1C=C(Cl)C=C(C(OO)=[O:36])C=1. The catalyst is C(Cl)Cl.CCOC(C)=O. The product is [O:1]1[C:5]2[CH:6]=[CH:7][CH:8]=[CH:9][C:4]=2[CH:3]=[C:2]1[S:10]([NH:13][C:14]1[CH:19]=[C:18]([Cl:20])[CH:17]=[CH:16][C:15]=1[S:21]([CH2:22][CH2:23][C:24]([O:26][CH3:27])=[O:25])=[O:36])(=[O:11])=[O:12]. The yield is 0.460. (6) The reactants are [CH2:1]([C:3]1([OH:11])[CH2:10][CH2:9][CH2:8][CH2:7][CH2:6][CH2:5][CH2:4]1)[CH3:2].C([Li])CCC.[C:17](Cl)(=[O:21])[C:18]([CH3:20])=[CH2:19].C(=O)(O)[O-].[Na+]. The catalyst is O1CCCC1.C(OCC)C. The product is [C:17]([O:11][C:3]1([CH2:1][CH3:2])[CH2:4][CH2:5][CH2:6][CH2:7][CH2:8][CH2:9][CH2:10]1)(=[O:21])[C:18]([CH3:20])=[CH2:19]. The yield is 0.510.